The task is: Predict which catalyst facilitates the given reaction.. This data is from Catalyst prediction with 721,799 reactions and 888 catalyst types from USPTO. (1) Reactant: [F:1][C:2]1[CH:30]=[CH:29][CH:28]=[CH:27][C:3]=1[CH2:4][N:5]1[C:9]2=[N:10][CH:11]=[CH:12][CH:13]=[C:8]2[C:7]([C:14]2[N:15]=[C:16]([OH:26])[C:17]3[C:22]([CH3:24])([CH3:23])[C:21](=[O:25])[NH:20][C:18]=3[N:19]=2)=[N:6]1.[CH2:31](O)[CH2:32][CH3:33].C1(P(C2C=CC=CC=2)C2C=CC=CC=2)C=CC=CC=1.N(C(OC(C)C)=O)=NC(OC(C)C)=O. Product: [F:1][C:2]1[CH:30]=[CH:29][CH:28]=[CH:27][C:3]=1[CH2:4][N:5]1[C:9]2=[N:10][CH:11]=[CH:12][CH:13]=[C:8]2[C:7]([C:14]2[N:15]=[C:16]([O:26][CH2:31][CH2:32][CH3:33])[C:17]3[C:22]([CH3:24])([CH3:23])[C:21](=[O:25])[NH:20][C:18]=3[N:19]=2)=[N:6]1. The catalyst class is: 1. (2) Reactant: CC(OC(/N=N/C(OC(C)C)=O)=O)C.[F:15][C:16]([F:40])([F:39])[C:17]1[N:21]2[N:22]=[C:23]([N:26]3[CH2:31][CH2:30][N:29]([C:32]4[CH:37]=[CH:36][C:35]([OH:38])=[CH:34][CH:33]=4)[CH2:28][CH2:27]3)[CH:24]=[CH:25][C:20]2=[N:19][N:18]=1.[CH3:41][N:42]1[C:46]([CH2:47][CH2:48]OC2C=CC(C3CCN(C4CCC5N(C(C(F)(F)F)=NN=5)N=4)CC3)=CC=2)=[CH:45][CH:44]=[N:43]1.C1(P(C2C=CC=CC=2)C2C=CC=CC=2)C=CC=CC=1. Product: [CH3:41][N:42]1[C:46]([CH2:47][CH2:48][O:38][C:35]2[CH:36]=[CH:37][C:32]([N:29]3[CH2:28][CH2:27][N:26]([C:23]4[CH:24]=[CH:25][C:20]5[N:21]([C:17]([C:16]([F:15])([F:39])[F:40])=[N:18][N:19]=5)[N:22]=4)[CH2:31][CH2:30]3)=[CH:33][CH:34]=2)=[CH:45][CH:44]=[N:43]1. The catalyst class is: 1. (3) Reactant: [F:1][C:2]([F:45])([F:44])[C:3]1[CH:4]=[C:5]([C:13]([CH3:43])([CH3:42])[C:14]([N:16]([CH3:41])[C:17]2[C:18]([C:33]3[CH:38]=[CH:37][C:36]([F:39])=[CH:35][C:34]=3[CH3:40])=[CH:19][C:20]([C@H:23]3[NH:27][C@@:26]([CH3:32])([C:28](OC)=[O:29])[CH2:25][CH2:24]3)=[N:21][CH:22]=2)=[O:15])[CH:6]=[C:7]([C:9]([F:12])([F:11])[F:10])[CH:8]=1.[NH3:46]. Product: [F:11][C:9]([F:12])([F:10])[C:7]1[CH:6]=[C:5]([C:13]([CH3:43])([CH3:42])[C:14]([N:16]([CH3:41])[C:17]2[C:18]([C:33]3[CH:38]=[CH:37][C:36]([F:39])=[CH:35][C:34]=3[CH3:40])=[CH:19][C:20]([C@H:23]3[NH:27][C@@:26]([CH3:32])([C:28]([NH2:46])=[O:29])[CH2:25][CH2:24]3)=[N:21][CH:22]=2)=[O:15])[CH:4]=[C:3]([C:2]([F:44])([F:45])[F:1])[CH:8]=1. The catalyst class is: 5. (4) Reactant: [NH2:1][C:2]1[N:6]([C:7]2[CH:12]=[CH:11][CH:10]=[CH:9][CH:8]=2)[N:5]=[C:4]([S:13][CH3:14])[C:3]=1[C:15]([OH:17])=[O:16].CN(C(O[N:26]1[N:34]=[N:33][C:28]2[CH:29]=[CH:30][CH:31]=[N:32][C:27]1=2)=[N+](C)C)C.F[P-](F)(F)(F)(F)F.C1C=NC2N(O)N=NC=2C=1.CCN(C(C)C)C(C)C. The catalyst class is: 4. Product: [CH3:14][S:13][C:4]1[C:3]([C:15]([O:17][N:26]2[C:27]3=[N:32][CH:31]=[CH:30][CH:29]=[C:28]3[N:33]=[N:34]2)=[O:16])=[C:2]([NH2:1])[N:6]([C:7]2[CH:12]=[CH:11][CH:10]=[CH:9][CH:8]=2)[N:5]=1. (5) Reactant: [CH3:1][C:2]1[CH:7]=[C:6]([CH3:8])[CH:5]=[CH:4][C:3]=1[NH:9][C:10](=[O:37])[CH2:11][N:12]([CH2:19][C:20]1[CH:25]=[CH:24][C:23]([CH2:26][C:27]([CH3:36])([CH3:35])[C:28]([O:30]C(C)(C)C)=[O:29])=[CH:22][CH:21]=1)[CH2:13][C:14]1[O:15][CH:16]=[CH:17][CH:18]=1.FC(F)(F)C(O)=O. Product: [CH3:1][C:2]1[CH:7]=[C:6]([CH3:8])[CH:5]=[CH:4][C:3]=1[NH:9][C:10](=[O:37])[CH2:11][N:12]([CH2:19][C:20]1[CH:21]=[CH:22][C:23]([CH2:26][C:27]([CH3:35])([CH3:36])[C:28]([OH:30])=[O:29])=[CH:24][CH:25]=1)[CH2:13][C:14]1[O:15][CH:16]=[CH:17][CH:18]=1. The catalyst class is: 4.